From a dataset of Forward reaction prediction with 1.9M reactions from USPTO patents (1976-2016). Predict the product of the given reaction. (1) Given the reactants [Cl:1][C:2]1[CH:7]=[C:6]([Cl:8])[CH:5]=[CH:4][C:3]=1[C:9]1[C:24](=[O:25])[N:23]([CH3:26])[C:12]2[NH:13][C:14]3[C:19]([C:11]=2[CH:10]=1)=[CH:18][C:17]([C:20](=[S:22])[NH2:21])=[CH:16][CH:15]=3.[Cl:27][CH2:28][C:29]([CH2:31]Cl)=O, predict the reaction product. The product is: [Cl:27][CH2:28][C:29]1[N:21]=[C:20]([C:17]2[CH:18]=[C:19]3[C:14](=[CH:15][CH:16]=2)[NH:13][C:12]2[N:23]([CH3:26])[C:24](=[O:25])[C:9]([C:3]4[CH:4]=[CH:5][C:6]([Cl:8])=[CH:7][C:2]=4[Cl:1])=[CH:10][C:11]3=2)[S:22][CH:31]=1. (2) Given the reactants C1C2C(COC([NH:18][C@@H:19]([CH:64]([CH3:66])[CH3:65])[C:20]([NH:22][C@@H:23]([CH2:57][CH2:58][CH2:59][NH:60][C:61]([NH2:63])=[O:62])[C:24]([NH:26][C:27]3[CH:56]=[CH:55][C:30]([CH2:31][O:32][C:33]4[C:34]5[CH:54]=[CH:53][CH:52]=[CH:51][C:35]=5[C:36]5[C@H:37]([CH2:49][Cl:50])[CH2:38][N:39]([C:42]([O:44][C:45]([CH3:48])([CH3:47])[CH3:46])=[O:43])[C:40]=5[CH:41]=4)=[CH:29][CH:28]=3)=[O:25])=[O:21])=O)C3C(=CC=CC=3)C=2C=CC=1.N1CCCCC1, predict the reaction product. The product is: [NH2:18][C@@H:19]([CH:64]([CH3:66])[CH3:65])[C:20]([NH:22][C@@H:23]([CH2:57][CH2:58][CH2:59][NH:60][C:61]([NH2:63])=[O:62])[C:24]([NH:26][C:27]1[CH:28]=[CH:29][C:30]([CH2:31][O:32][C:33]2[C:34]3[CH:54]=[CH:53][CH:52]=[CH:51][C:35]=3[C:36]3[C@H:37]([CH2:49][Cl:50])[CH2:38][N:39]([C:42]([O:44][C:45]([CH3:48])([CH3:47])[CH3:46])=[O:43])[C:40]=3[CH:41]=2)=[CH:55][CH:56]=1)=[O:25])=[O:21]. (3) Given the reactants [F:1][C:2]([F:32])([F:31])[C:3]([C:16]1[CH:29]=[CH:28][C:19]([NH:20]C(=O)OC(C)(C)C)=[C:18]([CH3:30])[CH:17]=1)([OH:15])[C:4]1[CH:9]=[CH:8][C:7]([O:10][C:11]([F:14])([F:13])[F:12])=[CH:6][CH:5]=1.FC(F)(F)C(O)=O, predict the reaction product. The product is: [NH2:20][C:19]1[CH:28]=[CH:29][C:16]([C:3]([C:4]2[CH:9]=[CH:8][C:7]([O:10][C:11]([F:12])([F:13])[F:14])=[CH:6][CH:5]=2)([OH:15])[C:2]([F:31])([F:32])[F:1])=[CH:17][C:18]=1[CH3:30]. (4) Given the reactants [NH2:1][CH2:2][C@H:3]1[CH2:7][CH2:6][C@@H:5]([C:8]([OH:10])=[O:9])[CH2:4]1.C([O-])([O-])=O.[Na+].[Na+].[C:17](O[C:17]([O:19][C:20]([CH3:23])([CH3:22])[CH3:21])=[O:18])([O:19][C:20]([CH3:23])([CH3:22])[CH3:21])=[O:18].Cl, predict the reaction product. The product is: [C:20]([O:19][C:17]([NH:1][CH2:2][C@H:3]1[CH2:7][CH2:6][C@@H:5]([C:8]([OH:10])=[O:9])[CH2:4]1)=[O:18])([CH3:23])([CH3:22])[CH3:21].